Dataset: Peptide-MHC class II binding affinity with 134,281 pairs from IEDB. Task: Regression. Given a peptide amino acid sequence and an MHC pseudo amino acid sequence, predict their binding affinity value. This is MHC class II binding data. (1) The peptide sequence is MSGPMQQLTQPLQQL. The MHC is DRB1_0301 with pseudo-sequence DRB1_0301. The binding affinity (normalized) is 0.0240. (2) The peptide sequence is EWVAMTKGEGGVWTF. The MHC is DRB1_0901 with pseudo-sequence DRB1_0901. The binding affinity (normalized) is 0.375.